Dataset: Reaction yield outcomes from USPTO patents with 853,638 reactions. Task: Predict the reaction yield, written as a fraction of the theoretical maximum amount of product (1.0 means a 100% yield; for example, 0.34 means a 34% yield). (1) The reactants are [Cl:1][C:2]1[CH:7]=[C:6]([N+:8]([O-:10])=[O:9])[C:5](F)=[CH:4][C:3]=1[Cl:12].[C:13]([O:17][CH2:18][CH3:19])(=[O:16])[CH2:14][OH:15].[F-].[K+].FC(F)(F)C(O)=O. The catalyst is O.CC#N.O.O1CCOCC1. The product is [CH2:18]([O:17][C:13](=[O:16])[CH2:14][O:15][C:5]1[CH:4]=[C:3]([Cl:12])[C:2]([Cl:1])=[CH:7][C:6]=1[N+:8]([O-:10])=[O:9])[CH3:19]. The yield is 0.960. (2) The reactants are [CH2:1]([C:3]1[N:4]([C:28]2[CH:33]=[CH:32][C:31]([OH:34])=[CH:30][CH:29]=2)[C:5](=[O:27])[C:6]([CH2:12][C:13]2[CH:18]=[CH:17][C:16]([C:19]3[C:20]([C:25]#[N:26])=[CH:21][CH:22]=[CH:23][CH:24]=3)=[CH:15][CH:14]=2)=[C:7]([CH2:9][CH2:10][CH3:11])[N:8]=1)[CH3:2].[CH:35]12[O:40][CH:39]1[CH2:38][CH2:37][CH2:36]2.C(=O)([O-])[O-].[Cs+].[Cs+]. The catalyst is CN(C)C(=O)C. The product is [CH2:1]([C:3]1[N:4]([C:28]2[CH:33]=[CH:32][C:31]([O:34][CH:38]3[CH2:37][CH2:36][CH2:35][C@H:39]3[OH:40])=[CH:30][CH:29]=2)[C:5](=[O:27])[C:6]([CH2:12][C:13]2[CH:18]=[CH:17][C:16]([C:19]3[C:20]([C:25]#[N:26])=[CH:21][CH:22]=[CH:23][CH:24]=3)=[CH:15][CH:14]=2)=[C:7]([CH2:9][CH2:10][CH3:11])[N:8]=1)[CH3:2]. The yield is 0.500. (3) The reactants are [Cl:1][C:2]1[C:3]([F:28])=[C:4]([CH:8]2[C:12]([C:15]3[CH:20]=[CH:19][C:18]([Cl:21])=[CH:17][C:16]=3[F:22])([C:13]#[N:14])[CH:11]([CH2:23][C:24]([CH3:27])([CH3:26])[CH3:25])[CH2:10][NH:9]2)[CH:5]=[CH:6][CH:7]=1.[Cl:29][C:30]1[CH:35]=[CH:34][C:33]([N:36]=[C:37]=[O:38])=[CH:32][CH:31]=1. The catalyst is C(Cl)Cl. The product is [Cl:29][C:30]1[CH:35]=[CH:34][C:33]([NH:36][C:37]([N:9]2[CH2:10][CH:11]([CH2:23][C:24]([CH3:25])([CH3:27])[CH3:26])[C:12]([C:15]3[CH:20]=[CH:19][C:18]([Cl:21])=[CH:17][C:16]=3[F:22])([C:13]#[N:14])[CH:8]2[C:4]2[CH:5]=[CH:6][CH:7]=[C:2]([Cl:1])[C:3]=2[F:28])=[O:38])=[CH:32][CH:31]=1. The yield is 0.593. (4) The reactants are [C:1]([O:8][CH2:9][CH3:10])(=[O:7])[C:2]([O:4]CC)=O.[O-]CC.[Na+].[C:15]([C:18]1[N:19]=[CH:20][S:21][CH:22]=1)(=[O:17])[CH3:16].O. The catalyst is C(O)C.C(OCC)C. The product is [CH2:9]([O:8][C:1](=[O:7])[C:2](=[O:4])[CH2:16][C:15]([C:18]1[N:19]=[CH:20][S:21][CH:22]=1)=[O:17])[CH3:10]. The yield is 0.850. (5) The reactants are [NH:1]1[CH2:5][CH2:4][CH2:3][C:2]1=[O:6].[C:7]([O:11][C:12](O[C:12]([O:11][C:7]([CH3:10])([CH3:9])[CH3:8])=[O:13])=[O:13])([CH3:10])([CH3:9])[CH3:8]. The catalyst is C(#N)C.CN(C1C=CN=CC=1)C. The product is [O:6]=[C:2]1[CH2:3][CH2:4][CH2:5][N:1]1[C:12]([O:11][C:7]([CH3:10])([CH3:9])[CH3:8])=[O:13]. The yield is 0.640. (6) The reactants are [NH2:1][C@H:2]1[CH2:7][CH2:6][C@H:5]([OH:8])[CH2:4][CH2:3]1.C1(S([N:18]2[C:22]3=[N:23][CH:24]=[CH:25][CH:26]=[C:21]3[C:20]([C:27]3[CH:32]=[CH:31][N:30]=[C:29](Cl)[N:28]=3)=[CH:19]2)(=O)=O)C=CC=CC=1. No catalyst specified. The product is [NH:18]1[C:22]2=[N:23][CH:24]=[CH:25][CH:26]=[C:21]2[C:20]([C:27]2[CH:32]=[CH:31][N:30]=[C:29]([NH:1][C@H:2]3[CH2:7][CH2:6][C@H:5]([OH:8])[CH2:4][CH2:3]3)[N:28]=2)=[CH:19]1. The yield is 0.220. (7) The yield is 0.390. The reactants are F[C:2]1[CH:3]=[C:4]2[C:9](=[CH:10][C:11]=1[N+:12]([O-:14])=[O:13])[NH:8][C:7](=[O:15])[N:6]([NH:16][S:17]([CH3:20])(=[O:19])=[O:18])[C:5]2=[O:21].[NH2:22][C:23]([CH3:27])([CH3:26])[CH2:24][OH:25]. The product is [OH:25][CH2:24][C:23]([NH:22][C:2]1[CH:3]=[C:4]2[C:9](=[CH:10][C:11]=1[N+:12]([O-:14])=[O:13])[NH:8][C:7](=[O:15])[N:6]([NH:16][S:17]([CH3:20])(=[O:19])=[O:18])[C:5]2=[O:21])([CH3:27])[CH3:26]. No catalyst specified. (8) The reactants are [C:1]([O:5][C:6](=[O:21])[N:7]([C:14]1[CH:15]=[N:16][CH:17]=[CH:18][C:19]=1I)[CH2:8][C:9]1([CH3:13])[CH2:12][O:11][CH2:10]1)([CH3:4])([CH3:3])[CH3:2].C([O-])([O-])=O.[Na+].[Na+].C1(P(C2C=CC=CC=2)C2C=CC=CC=2)C=CC=CC=1.[F:47][C:48]1[CH:53]=[CH:52][C:51](B(O)O)=[C:50]([O:57][CH3:58])[CH:49]=1.[NH4+].[Cl-]. The catalyst is COCCOC.C([O-])(=O)C.[Pd+2].C([O-])(=O)C.CCOC(C)=O. The product is [F:47][C:48]1[CH:53]=[CH:52][C:51]([C:19]2[CH:18]=[CH:17][N:16]=[CH:15][C:14]=2[N:7]([CH2:8][C:9]2([CH3:13])[CH2:12][O:11][CH2:10]2)[C:6](=[O:21])[O:5][C:1]([CH3:4])([CH3:3])[CH3:2])=[C:50]([O:57][CH3:58])[CH:49]=1. The yield is 0.890. (9) The reactants are [O:1]1[CH2:6][CH2:5][NH:4][C:3]2[N:7]=[CH:8][C:9](/[CH:11]=[CH:12]/[C:13]([N:15]([CH3:27])[CH2:16][C:17]3[O:18][C:19]4[CH:26]=[CH:25][CH:24]=[CH:23][C:20]=4[C:21]=3[CH3:22])=[O:14])=[CH:10][C:2]1=2.[ClH:28]. The catalyst is C(Cl)Cl.C(OCC)C. The product is [ClH:28].[O:1]1[CH2:6][CH2:5][NH:4][C:3]2[N:7]=[CH:8][C:9](/[CH:11]=[CH:12]/[C:13]([N:15]([CH3:27])[CH2:16][C:17]3[O:18][C:19]4[CH:26]=[CH:25][CH:24]=[CH:23][C:20]=4[C:21]=3[CH3:22])=[O:14])=[CH:10][C:2]1=2. The yield is 0.710.